The task is: Regression/Classification. Given a drug SMILES string, predict its absorption, distribution, metabolism, or excretion properties. Task type varies by dataset: regression for continuous measurements (e.g., permeability, clearance, half-life) or binary classification for categorical outcomes (e.g., BBB penetration, CYP inhibition). Dataset: cyp1a2_veith.. This data is from CYP1A2 inhibition data for predicting drug metabolism from PubChem BioAssay. (1) The compound is Cc1cc(C(=O)NNCc2ccccc2)no1. The result is 1 (inhibitor). (2) The drug is Cc1nc2c(C)cccn2c1/C(O)=C1\C(=O)C(=O)N(CCN2CCOCC2)C1c1cccs1. The result is 0 (non-inhibitor). (3) The compound is COCCn1c(=O)c(C)nc2cnc(Oc3cccc(Cl)c3)nc21. The result is 1 (inhibitor). (4) The molecule is CCOC(=O)c1c(C)[nH]c(C(=O)COC(=O)c2ccccc2NC(=O)c2ccco2)c1C. The result is 1 (inhibitor). (5) The molecule is N=c1c(C(=O)NC2CCCC2)cc2c(=O)n3ccccc3nc2n1C1CCCC1. The result is 1 (inhibitor). (6) The drug is COc1ccccc1-c1nccc(-n2ccnc2)n1. The result is 1 (inhibitor).